This data is from Catalyst prediction with 721,799 reactions and 888 catalyst types from USPTO. The task is: Predict which catalyst facilitates the given reaction. (1) Reactant: [NH2:1][C:2]([C:12]1[CH:17]=[C:16]([Br:18])[CH:15]=[CH:14][C:13]=1[F:19])([CH3:11])[CH2:3][C:4]1([OH:10])[CH2:9][CH2:8][O:7][CH2:6][CH2:5]1.Br[C:21]#[N:22]. Product: [Br:18][C:16]1[CH:15]=[CH:14][C:13]([F:19])=[C:12]([C:2]2([CH3:11])[CH2:3][C:4]3([CH2:5][CH2:6][O:7][CH2:8][CH2:9]3)[O:10][C:21]([NH2:22])=[N:1]2)[CH:17]=1. The catalyst class is: 351. (2) Reactant: Cl[C:2]1[CH:7]=[C:6]([C:8]2[CH:13]=[CH:12][C:11]([F:14])=[CH:10][CH:9]=2)[N:5]=[C:4]([N:15]2[CH2:19][CH2:18][CH2:17][CH:16]2[CH3:20])[N:3]=1.[F:21][C:22]1[N:27]=[CH:26][C:25](B(O)O)=[CH:24][CH:23]=1.[O-]P([O-])([O-])=O.[K+].[K+].[K+]. Product: [F:14][C:11]1[CH:12]=[CH:13][C:8]([C:6]2[CH:7]=[C:2]([C:25]3[CH:26]=[N:27][C:22]([F:21])=[CH:23][CH:24]=3)[N:3]=[C:4]([N:15]3[CH2:19][CH2:18][CH2:17][CH:16]3[CH3:20])[N:5]=2)=[CH:9][CH:10]=1. The catalyst class is: 77. (3) Reactant: [C:1]1([N:7]2[C:12]3[CH:13]=[CH:14][CH:15]=[CH:16][C:11]=3[CH2:10][CH2:9][S:8]2(=[O:18])=[O:17])[CH:6]=[CH:5][CH:4]=[CH:3][CH:2]=1.C([Li])[CH2:20][CH2:21][CH3:22].[Cl:24][CH2:25]CCBr. Product: [Cl:24][CH2:25][C:21](=[CH2:20])[CH2:22][CH:9]1[CH2:10][C:11]2[CH:16]=[CH:15][CH:14]=[CH:13][C:12]=2[N:7]([C:1]2[CH:2]=[CH:3][CH:4]=[CH:5][CH:6]=2)[S:8]1(=[O:17])=[O:18]. The catalyst class is: 217.